Task: Predict the product of the given reaction.. Dataset: Forward reaction prediction with 1.9M reactions from USPTO patents (1976-2016) (1) Given the reactants [C:1](#[N:7])[CH:2]([CH2:4]C#N)O.C[N:9]([CH:11]=[C:12](C(=O)CCOC)[C:13]([O:15][CH2:16]C)=O)[CH3:10].[CH3:24][C:25]([OH:27])=[O:26].[OH2:28].[CH3:29][CH2:30]O, predict the reaction product. The product is: [C:1]([C:2]1[C:10](=[O:28])[NH:9][C:11]([CH2:12][CH2:13][O:15][CH3:16])=[C:24]([C:25]([O:27][CH2:29][CH3:30])=[O:26])[CH:4]=1)#[N:7]. (2) Given the reactants Cl[C:2]1[N:10]=[C:9]2[C:5]([NH:6][C:7](=[O:12])[N:8]2[CH3:11])=[CH:4][N:3]=1.[C:13]1(/[CH:19]=[CH:20]/B(O)O)[CH:18]=[CH:17][CH:16]=[CH:15][CH:14]=1.C(=O)([O-])[O-].[K+].[K+].Cl, predict the reaction product. The product is: [CH3:11][N:8]1[C:7](=[O:12])[NH:6][C:5]2[C:9]1=[N:10][C:2](/[CH:20]=[CH:19]/[C:13]1[CH:18]=[CH:17][CH:16]=[CH:15][CH:14]=1)=[N:3][CH:4]=2. (3) Given the reactants C[O:2][C:3](=[O:31])[CH2:4][CH:5]([N:9]1[C:13]2[CH:14]=[CH:15][CH:16]=[CH:17][C:12]=2[N:11]([CH2:18][C:19]2[C:27]3[C:22](=[CH:23][CH:24]=[CH:25][C:26]=3[CH3:28])[N:21]([CH3:29])[CH:20]=2)[C:10]1=[O:30])[CH2:6][O:7][CH3:8].Cl, predict the reaction product. The product is: [CH3:29][N:21]1[C:22]2[C:27](=[C:26]([CH3:28])[CH:25]=[CH:24][CH:23]=2)[C:19]([CH2:18][N:11]2[C:12]3[CH:17]=[CH:16][CH:15]=[CH:14][C:13]=3[N:9]([CH:5]([CH2:6][O:7][CH3:8])[CH2:4][C:3]([OH:31])=[O:2])[C:10]2=[O:30])=[CH:20]1. (4) Given the reactants [Br:1][C:2]1[CH:3]=[CH:4][C:5]2[C:11](=[N:12][CH2:13][C:14]3[CH:19]=[CH:18][C:17]([O:20][CH3:21])=[CH:16][C:15]=3[O:22][CH3:23])[CH2:10][CH:9]([CH3:24])[CH2:8][O:7][C:6]=2[CH:25]=1.[CH:26]([C:35](OC)=[O:36])([C:31](OC)=[O:32])[C:27]([O:29][CH3:30])=[O:28], predict the reaction product. The product is: [Br:1][C:2]1[CH:3]=[CH:4][C:5]2[C:11]3[N:12]([CH2:13][C:14]4[CH:19]=[CH:18][C:17]([O:20][CH3:21])=[CH:16][C:15]=4[O:22][CH3:23])[C:31](=[O:32])[C:26]([C:27]([O:29][CH3:30])=[O:28])=[C:35]([OH:36])[C:10]=3[CH:9]([CH3:24])[CH2:8][O:7][C:6]=2[CH:25]=1. (5) Given the reactants Cl.[I:2][C:3]1[CH:8]=[CH:7][C:6]([NH:9]N)=[CH:5][CH:4]=1.[F:11][C:12]1[CH:20]=[CH:19][CH:18]=[CH:17][C:13]=1[CH2:14][CH2:15]Br.C(N(CC)CC)C.Cl.[CH3:29][N:30]1[CH2:35][CH2:34][C:33](=O)[CH2:32][CH2:31]1.FC(F)(F)C([O-])=O, predict the reaction product. The product is: [F:11][C:12]1[CH:20]=[CH:19][CH:18]=[CH:17][C:13]=1[CH2:14][CH2:15][N:9]1[C:6]2[CH:7]=[CH:8][C:3]([I:2])=[CH:4][C:5]=2[C:32]2[CH2:31][N:30]([CH3:29])[CH2:35][CH2:34][C:33]1=2.